From a dataset of Forward reaction prediction with 1.9M reactions from USPTO patents (1976-2016). Predict the product of the given reaction. (1) Given the reactants [C:1]([O:5][C:6](=[O:30])[NH:7][C@H:8]([C:17]1[NH:18][CH:19]=[C:20]([C:22]2[CH:27]=[CH:26][C:25]([Cl:28])=[CH:24][C:23]=2[Cl:29])[N:21]=1)[CH2:9][C:10]1[CH:15]=[CH:14][C:13]([OH:16])=[CH:12][CH:11]=1)([CH3:4])([CH3:3])[CH3:2].C([O:33][C:34](=[O:42])[CH2:35][CH2:36][CH2:37][CH2:38][CH2:39][CH2:40]Br)C.C[O:44][C:45](=[O:52])[C@H:46]([CH2:48][CH2:49][S:50][CH3:51])[NH2:47].I[C:54]1C=C[C:57]([C:58](OC)=[O:59])=[CH:56][CH:55]=1.C1(O)C=CC=CC=1, predict the reaction product. The product is: [C:1]([O:5][C:6]([NH:7][C@H:8]([C:17]1[N:18]([CH2:54][CH2:55][CH2:56][CH2:57][C:58](=[O:59])[NH:47][C@H:46]([C:45]([OH:44])=[O:52])[CH2:48][CH2:49][S:50][CH3:51])[CH:19]=[C:20]([C:22]2[CH:27]=[CH:26][C:25]([Cl:28])=[CH:24][C:23]=2[Cl:29])[N:21]=1)[CH2:9][C:10]1[CH:15]=[CH:14][C:13]([O:16][C:38]2[CH:37]=[CH:36][C:35]([C:34]([OH:33])=[O:42])=[CH:40][CH:39]=2)=[CH:12][CH:11]=1)=[O:30])([CH3:4])([CH3:2])[CH3:3]. (2) Given the reactants [F:1][C:2]1[CH:28]=[CH:27][C:5]([CH2:6][N:7]2[CH2:16][CH2:15][C:14]3[C:13]([N:17]([CH3:22])[S:18]([CH3:21])(=[O:20])=[O:19])=[N+:12]([O-])[CH:11]=[C:10]([O:24][CH3:25])[C:9]=3[C:8]2=[O:26])=[CH:4][CH:3]=1.[C:29]([O:32]C(=O)C)(=[O:31])[CH3:30], predict the reaction product. The product is: [C:29]([O:32][C:11]1[N:12]=[C:13]([N:17]([CH3:22])[S:18]([CH3:21])(=[O:20])=[O:19])[C:14]2[CH2:15][CH2:16][N:7]([CH2:6][C:5]3[CH:27]=[CH:28][C:2]([F:1])=[CH:3][CH:4]=3)[C:8](=[O:26])[C:9]=2[C:10]=1[O:24][CH3:25])(=[O:31])[CH3:30]. (3) Given the reactants C([O:3][C:4](=O)[CH2:5][C:6]1[N:7]=[C:8]([C:13]2[CH:18]=[CH:17][C:16]([C:19]([F:22])([F:21])[F:20])=[CH:15][CH:14]=2)[O:9][C:10]=1[CH2:11][CH3:12])C.[H-].[H-].[H-].[H-].[Li+].[Al+3], predict the reaction product. The product is: [CH2:11]([C:10]1[O:9][C:8]([C:13]2[CH:14]=[CH:15][C:16]([C:19]([F:22])([F:21])[F:20])=[CH:17][CH:18]=2)=[N:7][C:6]=1[CH2:5][CH2:4][OH:3])[CH3:12]. (4) Given the reactants Br[C:2]1[CH:15]=[CH:14][C:13]2[O:12][C:11]3[C:6](=[CH:7][C:8]([C:16]4[CH:17]=[N:18][CH:19]=[N:20][CH:21]=4)=[CH:9][CH:10]=3)[C:5]3([CH2:25][S:24][C:23]([NH:26][C:27]([CH3:30])([CH3:29])[CH3:28])=[N:22]3)[C:4]=2[CH:3]=1.[CH3:31][C:32]([CH3:36])([CH3:35])[C:33]#[CH:34].C(NC(C)C)(C)C, predict the reaction product. The product is: [C:27]([NH:26][C:23]1[S:24][CH2:25][C:5]2([N:22]=1)[C:4]1[CH:3]=[C:2]([C:34]#[C:33][C:32]([CH3:36])([CH3:35])[CH3:31])[CH:15]=[CH:14][C:13]=1[O:12][C:11]1[C:6]2=[CH:7][C:8]([C:16]2[CH:21]=[N:20][CH:19]=[N:18][CH:17]=2)=[CH:9][CH:10]=1)([CH3:29])([CH3:28])[CH3:30]. (5) Given the reactants CC(C)(S([NH:6][C@H:7]([CH:9]1[CH2:14][CH2:13][N:12]([C:15]([O:17][CH2:18][C:19]2[CH:24]=[CH:23][CH:22]=[CH:21][CH:20]=2)=[O:16])[CH2:11][CH2:10]1)[CH3:8])=O)C.Cl, predict the reaction product. The product is: [CH2:18]([O:17][C:15]([N:12]1[CH2:13][CH2:14][CH:9]([C@@H:7]([NH2:6])[CH3:8])[CH2:10][CH2:11]1)=[O:16])[C:19]1[CH:24]=[CH:23][CH:22]=[CH:21][CH:20]=1. (6) Given the reactants O1CCO[CH:2]1[CH2:6][CH2:7][CH2:8][CH2:9][N:10]1[CH2:15][CH2:14][CH:13]([C:16]2[CH:17]=[C:18]([NH:22][C:23](=[O:27])[CH:24]([CH3:26])[CH3:25])[CH:19]=[CH:20][CH:21]=2)[CH2:12][CH2:11]1.Cl.[C:29]1([N:35]([C:37]2[CH:42]=[CH:41][CH:40]=[CH:39][CH:38]=2)N)[CH:34]=[CH:33][CH:32]=[CH:31][CH:30]=1, predict the reaction product. The product is: [CH3:25][CH:24]([CH3:26])[C:23]([NH:22][C:18]1[CH:19]=[CH:20][CH:21]=[C:16]([CH:13]2[CH2:12][CH2:11][N:10]([CH2:9][CH2:8][CH2:7][C:6]3[C:30]4[C:29](=[CH:34][CH:33]=[CH:32][CH:31]=4)[N:35]([C:37]4[CH:42]=[CH:41][CH:40]=[CH:39][CH:38]=4)[CH:2]=3)[CH2:15][CH2:14]2)[CH:17]=1)=[O:27]. (7) Given the reactants Br[C:2]1[C:3]([S:17]([CH3:20])(=[O:19])=[O:18])=[N:4][C:5]([NH:8][C:9]2[CH:14]=[CH:13][C:12]([F:15])=[C:11]([Cl:16])[CH:10]=2)=[N:6][CH:7]=1.[CH2:21]([O:23][C:24](=[O:36])/[CH:25]=[CH:26]/[C:27]1[CH:28]=[C:29](B(O)O)[CH:30]=[CH:31][CH:32]=1)[CH3:22].C1(P(C2CCCCC2)C2C=CC=CC=2C2C(C(C)C)=CC(C(C)C)=CC=2C(C)C)CCCCC1.C(=O)([O-])[O-].[Na+].[Na+], predict the reaction product. The product is: [Cl:16][C:11]1[CH:10]=[C:9]([NH:8][C:5]2[N:4]=[C:3]([S:17]([CH3:20])(=[O:19])=[O:18])[C:2]([C:29]3[CH:28]=[C:27](/[CH:26]=[CH:25]/[C:24]([O:23][CH2:21][CH3:22])=[O:36])[CH:32]=[CH:31][CH:30]=3)=[CH:7][N:6]=2)[CH:14]=[CH:13][C:12]=1[F:15].